This data is from Peptide-MHC class II binding affinity with 134,281 pairs from IEDB. The task is: Regression. Given a peptide amino acid sequence and an MHC pseudo amino acid sequence, predict their binding affinity value. This is MHC class II binding data. The peptide sequence is QEIDPLSYNYIPVNSN. The MHC is DRB5_0101 with pseudo-sequence DRB5_0101. The binding affinity (normalized) is 0.